The task is: Predict the product of the given reaction.. This data is from Forward reaction prediction with 1.9M reactions from USPTO patents (1976-2016). (1) Given the reactants [C:1]([O:5][C:6](N1CCCC[C@H]1C(O)=O)=[O:7])([CH3:4])([CH3:3])[CH3:2].[OH2:17].O[N:19]1[C:23]2[CH:24]=[CH:25][CH:26]=[CH:27][C:22]=2[N:21]=N1.CCN=C=NCCCN(C)C.Cl.N, predict the reaction product. The product is: [C:1]([O:5][C:6]([NH:19][C:23]([C@@H:24]1[CH2:25][CH2:26][CH2:27][CH2:22][NH:21]1)=[O:17])=[O:7])([CH3:4])([CH3:3])[CH3:2]. (2) Given the reactants [H-].[Na+].[C:3]([CH2:5]P(=O)(OCC)OCC)#[N:4].[Si:14]([O:31][CH2:32][C@@H:33]1[C@H:37]2[O:38][C:39]([CH3:42])([CH3:41])[O:40][C@H:36]2[CH:35](O)[O:34]1)([C:27]([CH3:30])([CH3:29])[CH3:28])([C:21]1[CH:26]=[CH:25][CH:24]=[CH:23][CH:22]=1)[C:15]1[CH:20]=[CH:19][CH:18]=[CH:17][CH:16]=1.COC(C)(C)C, predict the reaction product. The product is: [Si:14]([O:31][CH2:32][C@@H:33]1[C@@H:37]2[C@@H:36]([O:40][C:39]([CH3:42])([CH3:41])[O:38]2)[CH:35]([CH2:5][C:3]#[N:4])[O:34]1)([C:27]([CH3:30])([CH3:28])[CH3:29])([C:21]1[CH:22]=[CH:23][CH:24]=[CH:25][CH:26]=1)[C:15]1[CH:20]=[CH:19][CH:18]=[CH:17][CH:16]=1. (3) Given the reactants FC(F)(F)C(O)=O.C(O[C:13](=O)[N:14]([CH:16]1[CH2:21][CH2:20][N:19]([C:22]2[N:23]=[N:24][C:25]([C:30]3[CH:35]=[CH:34][N:33]=[CH:32][CH:31]=3)=[C:26]([CH3:29])[C:27]=2[CH3:28])[CH2:18][CH2:17]1)C)(C)(C)C, predict the reaction product. The product is: [CH3:28][C:27]1[C:26]([CH3:29])=[C:25]([C:30]2[CH:31]=[CH:32][N:33]=[CH:34][CH:35]=2)[N:24]=[N:23][C:22]=1[N:19]1[CH2:18][CH2:17][CH:16]([NH:14][CH3:13])[CH2:21][CH2:20]1. (4) Given the reactants [CH:1]1([N:4]2[C:8]([C:9]([N:11]3[CH2:16][CH2:15][CH:14]([N:17]4[CH2:21][CH2:20][CH2:19][CH2:18]4)[CH2:13][CH2:12]3)=[O:10])=[C:7]([C:22]3[CH:23]=[N:24][C:25](SC)=[N:26][CH:27]=3)[N:6]=[C:5]2[C:30]2[CH:35]=[CH:34][C:33]([O:36][C:37]([F:40])([F:39])[F:38])=[CH:32][CH:31]=2)[CH2:3][CH2:2]1.[OH-:41].[Na+], predict the reaction product. The product is: [CH:1]1([N:4]2[C:8]([C:9]([N:11]3[CH2:16][CH2:15][CH:14]([N:17]4[CH2:21][CH2:20][CH2:19][CH2:18]4)[CH2:13][CH2:12]3)=[O:10])=[C:7]([C:22]3[CH:23]=[N:24][C:25]([OH:41])=[N:26][CH:27]=3)[N:6]=[C:5]2[C:30]2[CH:35]=[CH:34][C:33]([O:36][C:37]([F:40])([F:39])[F:38])=[CH:32][CH:31]=2)[CH2:3][CH2:2]1. (5) Given the reactants [C:1]([NH:9][NH:10][C:11](=[O:16])[C:12]([F:15])([F:14])[F:13])(=[O:8])[C:2]1[CH:7]=[CH:6][CH:5]=[CH:4][CH:3]=1.[CH3:17][O:18]C1C=CC(C(NN)=O)=CC=1, predict the reaction product. The product is: [CH3:17][O:18][C:5]1[CH:4]=[CH:3][C:2]([C:1]([NH:9][NH:10][C:11](=[O:16])[C:12]([F:15])([F:13])[F:14])=[O:8])=[CH:7][CH:6]=1.